The task is: Predict the product of the given reaction.. This data is from Forward reaction prediction with 1.9M reactions from USPTO patents (1976-2016). (1) Given the reactants [CH2:1]([S:3]([C:6]1[CH:36]=[CH:35][C:9]([CH2:10][NH:11][C:12]([C:14]2[CH:15]=[C:16]3[CH2:22][N:21]([C:23](OC(C)(C)C)=O)[CH:20]([CH:30]4[CH2:34]CO[CH2:31]4)[C:17]3=[N:18][CH:19]=2)=[O:13])=[CH:8][CH:7]=1)(=[O:5])=[O:4])[CH3:2].ClC1C=C2C(=O)N(C[C:49]3[CH:54]=[CH:53][C:52]([Cl:55])=[CH:51][CH:50]=3)[C@@H](C(C)C)C2=NC=1, predict the reaction product. The product is: [Cl:55][C:52]1[CH:53]=[CH:54][C:49]([CH2:23][N:21]2[CH2:22][C:16]3[C:17](=[N:18][CH:19]=[C:14]([C:12]([NH:11][CH2:10][C:9]4[CH:35]=[CH:36][C:6]([S:3]([CH2:1][CH3:2])(=[O:5])=[O:4])=[CH:7][CH:8]=4)=[O:13])[CH:15]=3)[C@@H:20]2[CH:30]([CH3:31])[CH3:34])=[CH:50][CH:51]=1. (2) Given the reactants [C:1]1([C:8]2[CH:13]=[CH:12][CH:11]=[CH:10][CH:9]=2)[CH:6]=[CH:5][C:4]([NH2:7])=[CH:3][CH:2]=1.Br[C:15]1[CH:20]=[CH:19][C:18]([C:21]2[CH:22]=[CH:23][C:24]3[N:25](C4C=CC=CC=4)[C:26]4[C:31](C=3[CH:33]=2)=[CH:30][CH:29]=[CH:28][CH:27]=4)=[CH:17][CH:16]=1.[CH3:40][C:41]([CH3:44])([O-])[CH3:42].[Na+].[CH3:46][C:47]1C=CC=C[C:52]=1C, predict the reaction product. The product is: [C:26]1([N:25]2[C:24]3[CH:23]=[CH:22][C:21]([C:18]4[CH:17]=[CH:16][C:15]([NH:7][C:4]5[CH:3]=[CH:2][C:1]([C:8]6[CH:13]=[CH:12][CH:11]=[CH:10][CH:9]=6)=[CH:6][CH:5]=5)=[CH:20][CH:19]=4)=[CH:33][C:44]=3[C:41]3[C:42]2=[CH:46][CH:47]=[CH:52][CH:40]=3)[CH:27]=[CH:28][CH:29]=[CH:30][CH:31]=1. (3) The product is: [CH2:26]([N:22]1[CH2:23][CH2:24][C:20]([C:17]2[CH:18]=[CH:19][C:14]([NH:13][CH3:12])=[CH:15][CH:16]=2)([CH2:34][C:35]2[CH:40]=[CH:39][CH:38]=[CH:37][CH:36]=2)[CH2:21]1)[C:27]1[CH:28]=[CH:29][CH:30]=[CH:31][CH:32]=1. Given the reactants [H-].[Al+3].[Li+].[H-].[H-].[H-].C(O[C:12](=O)[NH:13][C:14]1[CH:19]=[CH:18][C:17]([C:20]2([CH2:34][C:35]3[CH:40]=[CH:39][CH:38]=[CH:37][CH:36]=3)[CH2:24][C:23](=O)[N:22]([CH2:26][C:27]3[CH:32]=[CH:31][CH:30]=[CH:29][CH:28]=3)[C:21]2=O)=[CH:16][CH:15]=1)(C)(C)C, predict the reaction product. (4) Given the reactants [CH3:1][C:2]1[C:3]([CH:8]2[CH2:13][CH2:12][CH2:11][CH:10]([C:14]3[C:19]([CH3:20])=[CH:18][CH:17]=[CH:16][N:15]=3)[N:9]2[CH2:21][CH2:22][CH2:23][CH2:24][NH2:25])=[N:4][CH:5]=[CH:6][CH:7]=1.[C:26]([N:33]1C=CN=C1)(N1C=CN=C1)=[O:27].CCN(C(C)C)C(C)C.N[OH:48].O, predict the reaction product. The product is: [CH3:20][C:19]1[C:14]([CH:10]2[CH2:11][CH2:12][CH2:13][CH:8]([C:3]3[C:2]([CH3:1])=[CH:7][CH:6]=[CH:5][N:4]=3)[N:9]2[CH2:21][CH2:22][CH2:23][CH2:24][N:25]([OH:48])[C:26]([NH2:33])=[O:27])=[N:15][CH:16]=[CH:17][CH:18]=1.